Dataset: B-cell epitopes from IEDB database with 3,159 antigens for binding position prediction. Task: Token-level Classification. Given an antigen amino acid sequence, predict which amino acid positions are active epitope sites capable of antibody binding. Output is a list of indices for active positions. Given the antigen sequence: MDTTDCFIALVHAIREIKTLFFSRHTGKMEFTLYNGEKKTFYSRPNNHDNCWLNTILQLFRYVDEPFFDWVYNSPENLTLSAIKQLEELTGLELREGGPPALVIWNIKHLLHTGIGTASRPSEVCMVDGTDMCLADFHAGIFLKGQEHAVFACVTSDGWYAIDDEDFYPWTPDPSDVLVFVPYDQEPLNGGWKANVQRKLKGAGQSSPATGSQNQSGNTGSIINNYYMQQYQNSMDTQLGDNAISGGSNEGSTDTTSTHTNNTQNNDWFSKLASSAFSGLFGALLADKKTEETTLLEDRILTTRNGHTTSTTQSSVGVTYGYATVEDNTSGPNTSGLETRVHQAERFFKMKLFDWVPSQEFGHMHKVVLPTDPKGVYGGLVKSYAYMRNGWDVEVTAVGNQFNGGCLLVALVPEAGDISDREKYQLTLYPHQFINPRTNMTAHITVPYVGVNRYDQYKQHRPWTLVVMVVAPLTVNTSGAQQIKVYANIAPTNVHVAGEL..., which amino acid positions are active epitope sites? The epitope positions are: [860, 861, 862, 863, 864, 865, 866, 867, 868, 869, 870, 871, 872, 873, 874, 875, 876, 877, 878, 879]. The amino acids at these positions are: AGVRRGDLAHLAAAHARHLP.